From a dataset of Full USPTO retrosynthesis dataset with 1.9M reactions from patents (1976-2016). Predict the reactants needed to synthesize the given product. Given the product [CH3:14][C:15]1([CH3:21])[CH2:19][CH2:18][CH2:17][C:16]21[C:8](=[O:9])[O:7][C:6](=[O:10])[CH2:5]2, predict the reactants needed to synthesize it. The reactants are: CC1(C)CCC2([C:8](=[O:9])[O:7][C:6](=[O:10])[CH2:5]2)C1.[CH3:14][C:15]1([CH3:21])[CH2:19][CH2:18][CH2:17][C:16]1=O.